Predict the reactants needed to synthesize the given product. From a dataset of Full USPTO retrosynthesis dataset with 1.9M reactions from patents (1976-2016). (1) Given the product [C:42]1([CH:35]([C:36]2[CH:37]=[CH:38][CH:39]=[CH:40][CH:41]=2)[NH:34][C:32]([NH:31][C:28]2[CH:29]=[CH:30][C:25]([CH2:24][CH2:23][NH:22][CH2:21][C@H:20]([OH:48])[C:12]3[CH:11]=[CH:10][C:9]([OH:8])=[C:18]4[C:13]=3[CH:14]=[CH:15][C:16](=[O:19])[NH:17]4)=[CH:26][CH:27]=2)=[O:33])[CH:47]=[CH:46][CH:45]=[CH:44][CH:43]=1, predict the reactants needed to synthesize it. The reactants are: C([O:8][C:9]1[CH:10]=[CH:11][C:12]([C@@H:20]([OH:48])[CH2:21][NH:22][CH2:23][CH2:24][C:25]2[CH:30]=[CH:29][C:28]([NH:31][C:32]([NH:34][CH:35]([C:42]3[CH:47]=[CH:46][CH:45]=[CH:44][CH:43]=3)[C:36]3[CH:41]=[CH:40][CH:39]=[CH:38][CH:37]=3)=[O:33])=[CH:27][CH:26]=2)=[C:13]2[C:18]=1[NH:17][C:16](=[O:19])[CH:15]=[CH:14]2)C1C=CC=CC=1. (2) Given the product [C:1]([O:5][C:6]([N:8]([CH2:31][C@@H:32]([C:34]1[CH:35]=[N:36][C:37]([Cl:40])=[CH:38][CH:39]=1)[OH:33])[CH2:9][CH2:10][CH2:11][C:12]1[CH:13]=[CH:14][C:15]([C:18]2[CH:23]=[CH:22][C:21]([C:24]([OH:26])=[O:25])=[CH:20][C:19]=2[O:29][CH3:30])=[CH:16][CH:17]=1)=[O:7])([CH3:4])([CH3:2])[CH3:3], predict the reactants needed to synthesize it. The reactants are: [C:1]([O:5][C:6]([N:8]([CH2:31][C@@H:32]([C:34]1[CH:35]=[N:36][C:37]([Cl:40])=[CH:38][CH:39]=1)[OH:33])[CH2:9][CH2:10][CH2:11][C:12]1[CH:17]=[CH:16][C:15]([C:18]2[CH:23]=[CH:22][C:21]([C:24]([O:26]CC)=[O:25])=[CH:20][C:19]=2[O:29][CH3:30])=[CH:14][CH:13]=1)=[O:7])([CH3:4])([CH3:3])[CH3:2].[OH-].[Na+]. (3) Given the product [NH2:1][C:4]1[CH:5]=[CH:6][C:7]([N:15]2[CH2:20][CH2:19][N:18]([C:21](=[O:23])[CH3:22])[CH2:17][CH2:16]2)=[N:8][C:9]=1[O:10][CH:11]1[CH2:12][O:13][CH2:14]1, predict the reactants needed to synthesize it. The reactants are: [N+:1]([C:4]1[CH:5]=[CH:6][C:7]([N:15]2[CH2:20][CH2:19][N:18]([C:21](=[O:23])[CH3:22])[CH2:17][CH2:16]2)=[N:8][C:9]=1[O:10][CH:11]1[CH2:14][O:13][CH2:12]1)([O-])=O.COCCOC1N=C(N2CCN(C(=O)C)CC2)C=CC=1[N+]([O-])=O. (4) Given the product [C:31]([O:35][C:36]([N:38]1[CH2:50][C@@H:49]([CH3:51])[N:48]2[C@H:40]([CH2:41][C:42]3[C:47]2=[N:46][C:45]([C@H:52]([O:54][CH3:55])[CH3:53])=[C:44]([CH3:1])[CH:43]=3)[CH2:39]1)=[O:37])([CH3:34])([CH3:33])[CH3:32], predict the reactants needed to synthesize it. The reactants are: [CH3:1]COC(C1N(C(OC(C)(C)C)=O)C2=NC=C(OC(=O)C3C=CC=CC=3)C=C2C=1)=O.[C:31]([O:35][C:36]([N:38]1[CH2:50][C@@H:49]([CH3:51])[N:48]2[C@H:40]([CH2:41][C:42]3[C:47]2=[N:46][C:45]([C@H:52]([O:54][CH3:55])[CH3:53])=[C:44](Br)[CH:43]=3)[CH2:39]1)=[O:37])([CH3:34])([CH3:33])[CH3:32].